From a dataset of Reaction yield outcomes from USPTO patents with 853,638 reactions. Predict the reaction yield, written as a fraction of the theoretical maximum amount of product (1.0 means a 100% yield; for example, 0.34 means a 34% yield). (1) The yield is 0.940. The product is [CH:19]1([NH:25][C:3]2[CH:4]=[C:5]([NH:9][C:10]3[CH:15]=[CH:14][CH:13]=[C:12]([N+:16]([O-:18])=[O:17])[CH:11]=3)[N:6]=[CH:7][N:8]=2)[CH2:24][CH2:23][CH2:22][CH2:21][CH2:20]1. The reactants are Cl.Cl[C:3]1[N:8]=[CH:7][N:6]=[C:5]([NH:9][C:10]2[CH:15]=[CH:14][CH:13]=[C:12]([N+:16]([O-:18])=[O:17])[CH:11]=2)[CH:4]=1.[CH:19]1([NH2:25])[CH2:24][CH2:23][CH2:22][CH2:21][CH2:20]1.CCN(C(C)C)C(C)C. The catalyst is CCCCO. (2) The reactants are [F:1][C:2]([F:23])([F:22])[C:3]1[CH:4]=[C:5]([CH:19]=[CH:20][CH:21]=1)[C:6]([NH:8][C:9]1[CH:10]=[C:11]([CH:16]=[CH:17][CH:18]=1)[C:12]([NH:14][NH2:15])=[O:13])=[O:7].[Cl:24][C:25]1[CH:30]=[CH:29][CH:28]=[CH:27][C:26]=1[N:31]=[C:32]=[S:33]. The catalyst is O1CCCC1. The product is [Cl:24][C:25]1[CH:30]=[CH:29][CH:28]=[CH:27][C:26]=1[NH:31][C:32](=[S:33])[NH:15][NH:14][C:12](=[O:13])[C:11]1[CH:16]=[CH:17][CH:18]=[C:9]([NH:8][C:6](=[O:7])[C:5]2[CH:19]=[CH:20][CH:21]=[C:3]([C:2]([F:22])([F:23])[F:1])[CH:4]=2)[CH:10]=1. The yield is 0.720. (3) The reactants are [CH2:1]([O:4][C:5]1[CH:10]=[CH:9][C:8]([C:11]2[CH:15]=[C:14]([CH2:16][C:17]([O:19][CH3:20])=[O:18])[O:13][N:12]=2)=[C:7]([C:21]([F:24])([F:23])[F:22])[CH:6]=1)[CH2:2][CH3:3].C1C(=O)N([Br:32])C(=O)C1.CCCCCC.CCOC(C)=O. The catalyst is C(Cl)(Cl)(Cl)Cl.C(Cl)Cl.CC(N=NC(C#N)(C)C)(C#N)C. The product is [Br:32][CH:16]([C:14]1[O:13][N:12]=[C:11]([C:8]2[CH:9]=[CH:10][C:5]([O:4][CH2:1][CH2:2][CH3:3])=[CH:6][C:7]=2[C:21]([F:23])([F:24])[F:22])[CH:15]=1)[C:17]([O:19][CH3:20])=[O:18]. The yield is 0.570. (4) The product is [CH3:18][O:17][CH2:16][CH2:15][N:12]1[CH:9]2[CH2:10][CH2:11][CH:1]1[C:2]1[CH:3]=[C:4]([NH2:13])[CH:5]=[CH:6][C:7]=1[CH2:8]2. The reactants are [CH:1]12[NH:12][CH:9]([CH2:10][CH2:11]1)[CH2:8][C:7]1[CH:6]=[CH:5][C:4]([NH2:13])=[CH:3][C:2]2=1.Br[CH2:15][CH2:16][O:17][CH3:18].C(=O)([O-])[O-].[K+].[K+]. The catalyst is CC(C)=O. The yield is 0.130. (5) The yield is 0.920. The catalyst is CN(C)C=O. The product is [I:1][C:2]1[CH:7]=[CH:6][C:5]([O:8][CH2:16][CH:17]2[CH2:19][CH2:18]2)=[CH:4][CH:3]=1. The reactants are [I:1][C:2]1[CH:7]=[CH:6][C:5]([OH:8])=[CH:4][CH:3]=1.C(=O)([O-])[O-].[K+].[K+].Br[CH2:16][CH:17]1[CH2:19][CH2:18]1.